Dataset: Peptide-MHC class I binding affinity with 185,985 pairs from IEDB/IMGT. Task: Regression. Given a peptide amino acid sequence and an MHC pseudo amino acid sequence, predict their binding affinity value. This is MHC class I binding data. (1) The peptide sequence is RRTPRVSWK. The MHC is HLA-A01:01 with pseudo-sequence YFAMYQENMAHTDANTLYIIYRDYTWVARVYRGY. The binding affinity (normalized) is 0.0847. (2) The peptide sequence is RKRLMSMVK. The MHC is HLA-B35:01 with pseudo-sequence HLA-B35:01. The binding affinity (normalized) is 0.0847. (3) The peptide sequence is YPDPVIKV. The MHC is HLA-A25:01 with pseudo-sequence HLA-A25:01. The binding affinity (normalized) is 0.0847. (4) The binding affinity (normalized) is 0.0100. The MHC is HLA-A24:02 with pseudo-sequence HLA-A24:02. The peptide sequence is GDYKLVEI.